Task: Predict the reactants needed to synthesize the given product.. Dataset: Full USPTO retrosynthesis dataset with 1.9M reactions from patents (1976-2016) (1) Given the product [Cl:1][C:2]1[CH:3]=[N:4][C:5]2[N:6]([N:8]=[C:9]([C:11]([N:20]3[CH:15]([CH3:14])[CH2:16][C:17]4[S:23][CH:22]=[CH:21][C:18]=4[CH2:19]3)=[O:13])[CH:10]=2)[CH:7]=1, predict the reactants needed to synthesize it. The reactants are: [Cl:1][C:2]1[CH:3]=[N:4][C:5]2[N:6]([N:8]=[C:9]([C:11]([OH:13])=O)[CH:10]=2)[CH:7]=1.[CH3:14][CH:15]1[NH:20][CH2:19][C:18]2[CH:21]=[CH:22][S:23][C:17]=2[CH2:16]1. (2) Given the product [F:14][C:13]([F:15])([F:16])[C:10]([CH:11]=[N:22][C:23]1[CH:32]=[CH:31][C:30]([F:33])=[C:29]2[C:24]=1[CH:25]=[N:26][C:27]([CH3:34])=[N:28]2)([OH:17])[CH2:9][C:8]([C:5]1[CH:6]=[CH:7][C:2]([Cl:1])=[CH:3][C:4]=1[O:20][CH3:21])([CH3:19])[CH3:18], predict the reactants needed to synthesize it. The reactants are: [Cl:1][C:2]1[CH:7]=[CH:6][C:5]([C:8]([CH3:19])([CH3:18])[CH2:9][C:10]([OH:17])([C:13]([F:16])([F:15])[F:14])[CH:11]=O)=[C:4]([O:20][CH3:21])[CH:3]=1.[NH2:22][C:23]1[CH:32]=[CH:31][C:30]([F:33])=[C:29]2[C:24]=1[CH:25]=[N:26][C:27]([CH3:34])=[N:28]2.O.C(OCC)(=O)C. (3) Given the product [CH3:17][N:16]([CH3:18])/[CH:15]=[N:14]/[C:7]1[CH:6]=[C:5]2[CH:4]=[CH:3][NH:11][C:10]2=[CH:9][N:8]=1, predict the reactants needed to synthesize it. The reactants are: CN(C)/[CH:3]=[CH:4]/[C:5]1[C:10]([N+:11]([O-])=O)=[CH:9][N:8]=[C:7](/[N:14]=[CH:15]/[N:16]([CH3:18])[CH3:17])[CH:6]=1. (4) Given the product [OH:21][N:22]1[CH:5]=[C:6]([O:10][CH2:11][C:12]2[CH:17]=[CH:16][C:15]([O:18][CH3:19])=[CH:14][CH:13]=2)[C:7](=[O:9])[CH:8]=[C:3]1[CH2:2][OH:1], predict the reactants needed to synthesize it. The reactants are: [OH:1][CH2:2][C:3]1O[CH:5]=[C:6]([O:10][CH2:11][C:12]2[CH:17]=[CH:16][C:15]([O:18][CH3:19])=[CH:14][CH:13]=2)[C:7](=[O:9])[CH:8]=1.Cl.[OH:21][NH2:22].